This data is from Choline transporter screen with 302,306 compounds. The task is: Binary Classification. Given a drug SMILES string, predict its activity (active/inactive) in a high-throughput screening assay against a specified biological target. (1) The compound is s1c(c2n(c(=O)c3c(n2)cccc3)c2ccccc2)ccc1. The result is 0 (inactive). (2) The compound is S(=O)(=O)(N1CCOCC1)c1ccc(NC(=O)CN(S(=O)(=O)C)c2c(cccc2)C)cc1. The result is 0 (inactive). (3) The molecule is Clc1nc2n(c1/C=C\C(=O)NCC(N(C)C)c1ccc(OC)cc1)cccc2. The result is 0 (inactive). (4) The compound is S1(=O)(=O)N(c2c3c1cccc3ccc2)CC(=O)Nc1ccc(cc1)C(=O)NC. The result is 0 (inactive). (5) The drug is S1(=O)(=O)CC(N(C)C(=O)CSc2n(CC)c(nn2)c2ccccc2)CC1. The result is 0 (inactive). (6) The drug is S(=O)(=O)(Nc1c(F)cc(F)cc1)c1c(C(=O)N2CCCCC2)c(n(c1C)C)C. The result is 0 (inactive). (7) The molecule is O1N=C(CC1C(=O)NCc1ccc(OC)cc1)c1c(n(nc1)CC)C. The result is 0 (inactive). (8) The compound is S(c1n(c(nn1)C(C)C)CC)CC(=O)NNC(=O)c1ccc(OC)cc1. The result is 0 (inactive). (9) The molecule is O=C1NCCCC(=C1NCc1ccccc1)C#N. The result is 0 (inactive). (10) The drug is S(=O)(=O)(N1CC(CCC1)C(=O)NC(c1ccccc1)C)c1[nH]cnc1. The result is 0 (inactive).